From a dataset of Retrosynthesis with 50K atom-mapped reactions and 10 reaction types from USPTO. Predict the reactants needed to synthesize the given product. (1) Given the product CCOC(=O)C1CCC(C)N(C(=O)Cc2cccs2)C1, predict the reactants needed to synthesize it. The reactants are: CCOC(=O)C1CCC(C)NC1.O=C(Cl)Cc1cccs1. (2) Given the product CC(C)(C)ON=c1cc(-c2cc3ccccc3cn2)oc2cc(CCc3ccccc3)ccc12, predict the reactants needed to synthesize it. The reactants are: CC(C)(C)ON=c1cc(-c2cc3ccccc3cn2)oc2cc(C#Cc3ccccc3)ccc12.